Dataset: Catalyst prediction with 721,799 reactions and 888 catalyst types from USPTO. Task: Predict which catalyst facilitates the given reaction. (1) Reactant: [CH3:1][C:2]([CH3:30])([CH3:29])[CH:3]([OH:28])[CH2:4][O:5][C:6]1[CH:11]=[CH:10][C:9]([C:12]([C:17]2[CH:25]=[CH:24][C:20]([C:21]([OH:23])=[O:22])=[C:19]([CH3:26])[CH:18]=2)([CH2:15][CH3:16])[CH2:13][CH3:14])=[CH:8][C:7]=1[CH3:27].CC(OI1(OC(C)=O)(OC(C)=O)OC(=O)C2C=CC=CC1=2)=O. Product: [CH3:30][C:2]([CH3:1])([CH3:29])[C:3](=[O:28])[CH2:4][O:5][C:6]1[CH:11]=[CH:10][C:9]([C:12]([C:17]2[CH:25]=[CH:24][C:20]([C:21]([OH:23])=[O:22])=[C:19]([CH3:26])[CH:18]=2)([CH2:15][CH3:16])[CH2:13][CH3:14])=[CH:8][C:7]=1[CH3:27]. The catalyst class is: 91. (2) Reactant: Br[C:2]1[CH:7]=[CH:6][C:5]([C:8](=[C:17]2[CH2:22][CH2:21][CH2:20][CH2:19][CH2:18]2)[C:9]2[CH:14]=[CH:13][C:12]([OH:15])=[C:11]([F:16])[CH:10]=2)=[CH:4][CH:3]=1.[C:23]([O:27][C:28]([CH3:31])([CH3:30])[CH3:29])(=[O:26])[CH:24]=[CH2:25].CC1C=CC=CC=1P(C1C=CC=CC=1C)C1C=CC=CC=1C.CCN(CC)CC. Product: [C:17]1(=[C:8]([C:9]2[CH:14]=[CH:13][C:12]([OH:15])=[C:11]([F:16])[CH:10]=2)[C:5]2[CH:6]=[CH:7][C:2](/[CH:25]=[CH:24]/[C:23]([O:27][C:28]([CH3:31])([CH3:30])[CH3:29])=[O:26])=[CH:3][CH:4]=2)[CH2:22][CH2:21][CH2:20][CH2:19][CH2:18]1. The catalyst class is: 713. (3) Reactant: ClC(OCC(C)C)=O.[O:9]=[C:10]1[CH2:19][CH2:18][C:17]2[C:12](=[CH:13][C:14]([C:20](O)=[O:21])=[CH:15][CH:16]=2)[N:11]1[C:23]1[CH:28]=[CH:27][CH:26]=[CH:25][CH:24]=1.CN1CCOCC1.[BH4-].[Na+]. Product: [OH:21][CH2:20][C:14]1[CH:13]=[C:12]2[C:17]([CH2:18][CH2:19][C:10](=[O:9])[N:11]2[C:23]2[CH:24]=[CH:25][CH:26]=[CH:27][CH:28]=2)=[CH:16][CH:15]=1. The catalyst class is: 799. (4) Reactant: [OH:1][C:2]1[C:3]([Br:8])=[N:4][CH:5]=[CH:6][CH:7]=1.[CH2:9](O)[C:10]([F:13])([F:12])[F:11].C1C=CC(P(C2C=CC=CC=2)C2C=CC=CC=2)=CC=1.CC(OC(/N=N/C(OC(C)C)=O)=O)C. Product: [Br:8][C:3]1[C:2]([O:1][CH2:9][C:10]([F:13])([F:12])[F:11])=[CH:7][CH:6]=[CH:5][N:4]=1. The catalyst class is: 1.